This data is from Full USPTO retrosynthesis dataset with 1.9M reactions from patents (1976-2016). The task is: Predict the reactants needed to synthesize the given product. (1) Given the product [Br:1][C:2]1[CH:7]=[CH:6][C:5]([Cl:8])=[CH:4][C:3]=1[CH2:9][O:10][CH3:15], predict the reactants needed to synthesize it. The reactants are: [Br:1][C:2]1[CH:7]=[CH:6][C:5]([Cl:8])=[CH:4][C:3]=1[CH2:9][OH:10].[H-].[Na+].CI.[C:15](OCC)(=O)C. (2) Given the product [NH2:1][C:2]1[C:6]2[CH:7]=[C:8]([CH:20]=[O:21])[C:9]([N:12]3[CH2:17][C@H:16]([CH3:18])[O:15][C@H:14]([CH3:19])[CH2:13]3)=[C:10]([F:11])[C:5]=2[O:4][N:3]=1, predict the reactants needed to synthesize it. The reactants are: [NH2:1][C:2]1[C:6]2[CH:7]=[C:8]([CH2:20][OH:21])[C:9]([N:12]3[CH2:17][C@H:16]([CH3:18])[O:15][C@H:14]([CH3:19])[CH2:13]3)=[C:10]([F:11])[C:5]=2[O:4][N:3]=1.C[N+]1([O-])CCOCC1. (3) Given the product [CH:13]([C:8]1[NH:9][C:10]([CH3:12])=[C:11]([S:2]([Cl:1])(=[O:5])=[O:3])[C:7]=1[CH3:6])=[O:14], predict the reactants needed to synthesize it. The reactants are: [Cl:1][S:2]([OH:5])(=O)=[O:3].[CH3:6][C:7]1[CH:11]=[C:10]([CH3:12])[NH:9][C:8]=1[CH:13]=[O:14]. (4) Given the product [N+:14]([C:6]1[CH:7]=[CH:8][CH:9]=[C:10]2[C:5]=1[CH:4]=[CH:3][N:2]=[C:1]2[C:11]([OH:13])=[O:12])([O-:16])=[O:15], predict the reactants needed to synthesize it. The reactants are: [C:1]1([C:11]([OH:13])=[O:12])[C:10]2[C:5](=[CH:6][CH:7]=[CH:8][CH:9]=2)[CH:4]=[CH:3][N:2]=1.[N+:14]([O-])([OH:16])=[O:15]. (5) Given the product [C:1]([O:5][C:6]([NH:8][C@@:9]1([CH:22]2[CH2:27][CH2:26][N:25]([C:28]([O:30][CH2:31][CH2:32][Si:33]([CH3:34])([CH3:36])[CH3:35])=[O:29])[CH2:24][CH2:23]2)[C:16](=[O:17])[N:15]2[C@@H:11]([S:12][CH2:13][C@H:14]2[C:18]#[N:37])[CH2:10]1)=[O:7])([CH3:2])([CH3:4])[CH3:3], predict the reactants needed to synthesize it. The reactants are: [C:1]([O:5][C:6]([NH:8][C@@:9]1([CH:22]2[CH2:27][CH2:26][N:25]([C:28]([O:30][CH2:31][CH2:32][Si:33]([CH3:36])([CH3:35])[CH3:34])=[O:29])[CH2:24][CH2:23]2)[C:16](=[O:17])[N:15]2[C@@H:11]([S:12][CH2:13][C@H:14]2[C:18](OC)=O)[CH2:10]1)=[O:7])([CH3:4])([CH3:3])[CH3:2].[NH3:37]. (6) Given the product [NH2:1][C:4]1[CH:5]=[C:6]([CH:11]=[CH:12][C:13]=1[N:14]1[CH2:19][CH2:18][CH2:17][CH2:16][CH2:15]1)[C:7]([O:9][CH3:10])=[O:8], predict the reactants needed to synthesize it. The reactants are: [N+:1]([C:4]1[CH:5]=[C:6]([CH:11]=[CH:12][C:13]=1[N:14]1[CH2:19][CH2:18][CH2:17][CH2:16][CH2:15]1)[C:7]([O:9][CH3:10])=[O:8])([O-])=O.